Dataset: Experimentally validated miRNA-target interactions with 360,000+ pairs, plus equal number of negative samples. Task: Binary Classification. Given a miRNA mature sequence and a target amino acid sequence, predict their likelihood of interaction. (1) The miRNA is mmu-miR-34c-5p with sequence AGGCAGUGUAGUUAGCUGAUUGC. The protein sequence of the target gene is MAPRGFSCLLLSTSEIDLPVKRLLSSVF. Result: 0 (no interaction). (2) The protein sequence of the target gene is MAAAAAAAVGGQQPSQPELPAPGLALDKAATAAHLKAALSRPDNRAGAEELQALLERVLSAERPLAAAAGGEDAAAAGGGGGPGAAEEEALEWCKCLLAGGGGYDEFCAAVRAYDPAALCGLVWTANFVAYRCRTCGISPCMSLCAECFHQGDHTGHDFNMFRSQAGGACDCGDSNVMRESGFCKRHQIKSSSNIPCVPKDLLMMSEFVLPRFIFCLIQYLREGYNEPAADGPSEKDLNKVLQLLEPQISFLEDLTKMGGAMRSVLTQVLTNQQNYKDLTSGLGENACVKKSHEKYLIAL.... The miRNA is hsa-miR-3924 with sequence AUAUGUAUAUGUGACUGCUACU. Result: 1 (interaction). (3) The miRNA is hsa-miR-29c-3p with sequence UAGCACCAUUUGAAAUCGGUUA. The protein sequence of the target gene is MKVDRTKLKKTPTEAPADCRALIDKLKVCNDEQLLLELQQIKTWNIGKCELYHWVDLLDRFDGILADAGQTVENMSWMLVCDRPEREQLKMLLLAVLNFTALLIEYSFSRHLYSSIEHLTTLLASSDMQVVLAVLNLLYVFSKRSNYITRLGSDKRTPLLTRLQHLAESWGGKENGFGLAECCRDLHMMKYPPSATTLHFEFYADPGAEVKIEKRTTSNTLHYIHIEQLDKISESPSEIMESLTKMYSIPKDKQMLLFTHIRLAHGFSNHRKRLQAVQARLHAISILVYSNALQESANSI.... Result: 1 (interaction). (4) The miRNA is hsa-miR-5001-3p with sequence UUCUGCCUCUGUCCAGGUCCUU. The protein sequence of the target gene is MGSLSNYALLQLTLTAFLTILVQPQHLLAPVFRTLSILTNQSNCWLCEHLDNAEQPELVFVPASASTWWTYSGQWMYERVWYPQAEVQNHSTSSYRKVTWHWEASMEAQGLSFAQVRLLEGNFSLCVENKNGSGPFLGNIPKQYCNQILWFDSTDGTFMPSIDVTNESRNDDDDTSVCLGTRQCSWFAGCTNRTWNSSAVPLIGLPNTQDYKWVDRNSGLTWSGNDTCLYSCQNQTKGLLYQLFRNLFCSYGLTEAHGKWRCADASITNDKGHDGHRTPTWWLTGSNLTLSVNNSGLFFL.... Result: 1 (interaction). (5) The miRNA is hsa-miR-3921 with sequence UCUCUGAGUACCAUAUGCCUUGU. The protein sequence of the target gene is MSHVAVENALGLDQQFAGLDLNSSDNQSGGSTASKGRYIPPHLRNREATKGFYDKDSSGWSSSKDKDAYSSFGSRSDSRGKSSFFSDRGSGSRGRFDDRGRSDYDGIGSRGDRSGFGKFERGGNSRWCDKSDEDDWSKPLPPSERLEQELFSGGNTGINFEKYDDIPVEATGNNCPPHIESFSDVEMGEIIMGNIELTRYTRPTPVQKHAIPIIKEKRDLMACAQTGSGKTAAFLLPILSQIYSDGPGEALRAMKENGRYGRRKQYPISLVLAPTRELAVQIYEEARKFSYRSRVRPCVV.... Result: 1 (interaction). (6) The miRNA is hsa-miR-6499-3p with sequence AGCAGUGUUUGUUUUGCCCACA. The protein sequence of the target gene is MKCEHCTRKECSKKTKTDDQENVSADAPSPAQENGEKGEFHKLADAKIFLSDCLACDSCMTAEEGVQLSQQNAKDFFRVLNLNKKCDTSKHKVLVVSVCPQSLPYFAAKFNLSVTDASRRLCGFLKSLGVHYVFDTTIAADFSILESQKEFVRRYRQHSEEERTLPMLTSACPGWVRYAERVLGRPITAHLCTAKSPQQVMGSLVKDYFARQQNLSPEKIFHVIVAPCYDKKLEALQESLPPALHGSRGADCVLTSGEIAQIMEQGDLSVRDAAVDTLFGDLKEDKVTRHDGASSDGHLA.... Result: 1 (interaction). (7) The miRNA is mmu-miR-466f-3p with sequence CAUACACACACACAUACACAC. The protein sequence of the target gene is MELRVGNKYRLGRKIGSGSFGDIYLGANIASGEEVAIKLECVKTKHPQLHIESKFYKMMQGGVGIPSIKWCGAEGDYNVMVMELLGPSLEDLFNFCSRKFSLKTVLLLADQMISRIEYIHSKNFIHRDVKPDNFLMGLGKKGNLVYIIDFGLAKKYRDARTHQHIPYRENKNLTGTARYASINTHLGIEQSRRDDLESLGYVLMYFNLGSLPWQGLKAATKRQKYERISEKKMSTPIEVLCKGYPSEFSTYLNFCRSLRFDDKPDYSYLRQLFRNLFHRQGFSYDYVFDWNMLKFGAARN.... Result: 1 (interaction).